This data is from Full USPTO retrosynthesis dataset with 1.9M reactions from patents (1976-2016). The task is: Predict the reactants needed to synthesize the given product. (1) Given the product [CH3:27][NH:28][CH2:12][CH:13]1[O:18][C:17]2[CH:19]=[C:20]([S:23]([CH3:26])(=[O:25])=[O:24])[CH:21]=[CH:22][C:16]=2[O:15][CH2:14]1, predict the reactants needed to synthesize it. The reactants are: CC1C=CC(S(O[CH2:12][CH:13]2[O:18][C:17]3[CH:19]=[C:20]([S:23]([CH3:26])(=[O:25])=[O:24])[CH:21]=[CH:22][C:16]=3[O:15][CH2:14]2)(=O)=O)=CC=1.[CH3:27][NH2:28].Cl. (2) Given the product [CH3:23][C:22]1[O:21][N:20]=[C:13]2[C:14]3[C:19](=[CH:18][CH:17]=[N:16][CH:15]=3)[N:10]([CH:6]3[CH2:7][CH2:8][CH2:9][CH:4]([CH2:3][NH:2][C:25](=[O:32])[C:26]4[CH:31]=[CH:30][CH:29]=[N:28][CH:27]=4)[CH2:5]3)[C:11](=[O:24])[C:12]=12, predict the reactants needed to synthesize it. The reactants are: I.[NH2:2][CH2:3][CH:4]1[CH2:9][CH2:8][CH2:7][CH:6]([N:10]2[C:19]3[C:14](=[CH:15][N:16]=[CH:17][CH:18]=3)[C:13]3=[N:20][O:21][C:22]([CH3:23])=[C:12]3[C:11]2=[O:24])[CH2:5]1.[C:25](O)(=[O:32])[C:26]1[CH:31]=[CH:30][CH:29]=[N:28][CH:27]=1.Cl.CN(C)CCCN=C=NCC.ON1C2N=CC=CC=2N=N1.C(N(CC)C(C)C)(C)C. (3) Given the product [CH2:3]([P:4]([CH2:17][C:16]1[CH:19]=[CH:20][C:13]([N+:10]([O-:12])=[O:11])=[CH:14][CH:15]=1)(=[O:24])[O:6][CH2:7][CH3:8])[CH3:2], predict the reactants needed to synthesize it. The reactants are: Cl[CH:2](Cl)[CH2:3][PH2:4].[O-:6][CH2:7][CH3:8].[Na+].[N+:10]([C:13]1[CH:20]=[CH:19][C:16]([CH2:17]Br)=[CH:15][CH:14]=1)([O-:12])=[O:11].C1C[O:24]CC1. (4) The reactants are: C(OC(=O)[CH2:7][CH2:8][C:9]1[C:14](C)=[CH:13][C:12]([C:16](=[NH:19])[NH:17][OH:18])=[CH:11][C:10]=1C)(C)(C)C.[OH:22]CCC1C=CC(C#N)=CC=1. Given the product [OH:18][NH:17][C:16](=[NH:19])[C:12]1[CH:13]=[CH:14][C:9]([CH2:8][CH2:7][OH:22])=[CH:10][CH:11]=1, predict the reactants needed to synthesize it. (5) The reactants are: [CH2:1]([O:8][C:9]1[CH:22]=[C:21]([O:23][CH2:24][C:25]2[CH:30]=[CH:29][CH:28]=[CH:27][CH:26]=2)[C:20]([Br:31])=[CH:19][C:10]=1[C:11]([NH:13][CH2:14][CH2:15][CH2:16][O:17][CH3:18])=O)[C:2]1[CH:7]=[CH:6][CH:5]=[CH:4][CH:3]=1.P(Cl)(Cl)(Cl)(Cl)Cl.[Si]([N:42]=[N+:43]=[N-:44])(C)(C)C. Given the product [CH2:1]([O:8][C:9]1[CH:22]=[C:21]([O:23][CH2:24][C:25]2[CH:30]=[CH:29][CH:28]=[CH:27][CH:26]=2)[C:20]([Br:31])=[CH:19][C:10]=1[C:11]1[N:13]([CH2:14][CH2:15][CH2:16][O:17][CH3:18])[N:44]=[N:43][N:42]=1)[C:2]1[CH:7]=[CH:6][CH:5]=[CH:4][CH:3]=1, predict the reactants needed to synthesize it. (6) Given the product [CH:1]1([C:4]2[CH:5]=[C:6]([CH3:18])[C:7]([NH2:11])=[C:8]([CH3:10])[CH:9]=2)[CH2:3][CH2:2]1.[CH:1]1([C:4]2[CH:5]=[C:6]([CH3:18])[C:7]([NH2:11])=[C:8]([CH3:10])[CH:9]=2)[CH2:3][CH2:2]1, predict the reactants needed to synthesize it. The reactants are: [CH:1]1([C:4]2[CH:9]=[C:8]([CH3:10])[C:7]([NH:11]C(=O)C(F)(F)F)=[C:6]([CH3:18])[CH:5]=2)[CH2:3][CH2:2]1.[OH-].[Na+].CCOC(C)=O. (7) Given the product [CH3:12][C:13]1[C:21]2[C:20]([CH:22]=[C:4]3[N:5]4[CH:10]=[CH:9][CH:8]=[CH:7][C:6]4=[N:2][C:3]3=[O:11])=[CH:19][S:18][C:17]=2[CH:16]=[CH:15][CH:14]=1, predict the reactants needed to synthesize it. The reactants are: Br.[N:2]1[C:3](=[O:11])[CH2:4][N:5]2[CH:10]=[CH:9][CH:8]=[CH:7][C:6]=12.[CH3:12][C:13]1[C:21]2[C:20]([CH:22]=O)=[CH:19][S:18][C:17]=2[CH:16]=[CH:15][CH:14]=1. (8) Given the product [CH2:14]([N:6]1[C:1](=[O:8])[CH:2]=[CH:3][C:4]1=[O:5])[C:9]#[CH:10], predict the reactants needed to synthesize it. The reactants are: [C:1]([OH:8])(=O)/[CH:2]=[CH:3]\[C:4]([NH2:6])=[O:5].[C:9]([O-])(=O)[CH3:10].[Na+].[CH2:14](Cl)Cl.CCOC(C)=O. (9) Given the product [Cl:26][C:23]1[N:24]=[CH:25][C:20]([CH2:19][NH:18][C:12](=[O:14])[C:11](=[N:10][NH:9][C:6]2[CH:5]=[CH:4][C:3]([C:2]([F:1])([F:17])[F:16])=[CH:8][CH:7]=2)[CH3:15])=[CH:21][CH:22]=1, predict the reactants needed to synthesize it. The reactants are: [F:1][C:2]([F:17])([F:16])[C:3]1[CH:8]=[CH:7][C:6]([NH:9][N:10]=[C:11]([CH3:15])[C:12]([OH:14])=O)=[CH:5][CH:4]=1.[NH2:18][CH2:19][C:20]1[CH:21]=[CH:22][C:23]([Cl:26])=[N:24][CH:25]=1.Cl.CN(C)CCCN=C=NCC. (10) Given the product [CH3:20][C:19]1[C:3]2[C:2](=[CH:18][C:6]3[CH2:7][CH2:8][N:9]([C:12](=[O:17])[C:13]([F:16])([F:15])[F:14])[CH2:10][CH2:11][C:5]=3[CH:4]=2)[O:1][N:22]=1, predict the reactants needed to synthesize it. The reactants are: [OH:1][C:2]1[C:3]([C:19](=O)[CH3:20])=[CH:4][C:5]2[CH2:11][CH2:10][N:9]([C:12](=[O:17])[C:13]([F:16])([F:15])[F:14])[CH2:8][CH2:7][C:6]=2[CH:18]=1.[N:22]1C=CC=CC=1.C1C=CC(P(C2C=CC=CC=2)C2C=CC=CC=2)=CC=1.CCOC(/N=N/C(OCC)=O)=O.